From a dataset of Catalyst prediction with 721,799 reactions and 888 catalyst types from USPTO. Predict which catalyst facilitates the given reaction. (1) Reactant: [S:1]([Cl:5])(=O)(=[O:3])[OH:2].[CH3:6][C:7]1[CH:8]=[C:9]([O:14][CH3:15])[CH:10]=[C:11]([CH3:13])[CH:12]=1.O. Product: [CH3:15][O:14][C:9]1[CH:10]=[C:11]([CH3:13])[C:12]([S:1]([Cl:5])(=[O:3])=[O:2])=[C:7]([CH3:6])[CH:8]=1. The catalyst class is: 4. (2) Reactant: Cl.Br[C:3]1[CH:4]=[C:5]([C:12]([O:14][CH3:15])=[O:13])[C:6]2[CH2:7][CH2:8][NH:9][C:10]=2[CH:11]=1.[N:16]1[CH:21]=[CH:20][C:19](B(O)O)=[CH:18][CH:17]=1.C(=O)([O-])[O-].[Na+].[Na+]. Product: [N:16]1[CH:21]=[CH:20][C:19]([C:3]2[CH:4]=[C:5]([C:12]([O:14][CH3:15])=[O:13])[C:6]3[CH2:7][CH2:8][NH:9][C:10]=3[CH:11]=2)=[CH:18][CH:17]=1. The catalyst class is: 455. (3) Product: [CH:1]([C:4]1[C:9]([B:29]([OH:30])[OH:28])=[CH:8][CH:7]=[C:6]([O:10][CH3:11])[N:5]=1)([CH3:3])[CH3:2]. Reactant: [CH:1]([C:4]1[CH:9]=[CH:8][CH:7]=[C:6]([O:10][CH3:11])[N:5]=1)([CH3:3])[CH3:2].CN(CCN(C)C)C.[Li]CCCC.C([O:28][B:29](OC(C)C)[O:30]C(C)C)(C)C.Cl. The catalyst class is: 280. (4) Reactant: [CH3:1][CH2:2][N:3]([CH2:6][CH2:7][NH:8][C:9]([C:11]1[C:15]([CH3:16])=[C:14](/[CH:17]=[C:18]2/[C:19]3[CH:24]=[C:23]([F:25])[CH:22]=[CH:21][C:20]=3[NH:26][C:27]/2=[O:28])[NH:13][C:12]=1[CH3:29])=[O:10])[CH2:4][CH3:5].C([O:33][CH:34]([CH3:36])C)(C)C. The catalyst class is: 15. Product: [CH3:1][CH2:2][N:3]([CH2:6][CH2:7][NH:8][C:9]([C:11]1[C:15]([CH3:16])=[C:14](/[CH:17]=[C:18]2/[C:19]3[CH:24]=[C:23]([F:25])[CH:22]=[CH:21][C:20]=3[NH:26][C:27]/2=[O:28])[NH:13][C:12]=1[CH3:29])=[O:10])[CH2:4][CH3:5].[C:34]([O-:10])(=[O:33])[CH3:36]. (5) Reactant: [F:1][C:2]1[CH:7]=[CH:6][C:5]([C:8]2[CH:13]=[CH:12][C:11]([C:14]([O:16]C)=[O:15])=[CH:10][C:9]=2[O:18][CH2:19][CH2:20][O:21][CH3:22])=[CH:4][CH:3]=1.[OH-].[Na+]. Product: [F:1][C:2]1[CH:3]=[CH:4][C:5]([C:8]2[CH:13]=[CH:12][C:11]([C:14]([OH:16])=[O:15])=[CH:10][C:9]=2[O:18][CH2:19][CH2:20][O:21][CH3:22])=[CH:6][CH:7]=1. The catalyst class is: 8. (6) Reactant: [Cl:1][C:2]1[CH:3]=[CH:4][C:5]([C:8]([OH:10])=O)=[N:6][CH:7]=1.[Cl-].COC1N=C(OC)N=C([N+]2(C)CCOCC2)N=1.[NH2:29][C:30]1[C:31](=[O:46])[N:32]([CH3:45])[CH2:33][C:34]([C:37]2[CH:42]=[C:41]([NH2:43])[CH:40]=[CH:39][C:38]=2[F:44])([CH3:36])[N:35]=1. Product: [NH2:29][C:30]1[C:31](=[O:46])[N:32]([CH3:45])[CH2:33][C:34]([C:37]2[CH:42]=[C:41]([NH:43][C:8]([C:5]3[CH:4]=[CH:3][C:2]([Cl:1])=[CH:7][N:6]=3)=[O:10])[CH:40]=[CH:39][C:38]=2[F:44])([CH3:36])[N:35]=1. The catalyst class is: 5. (7) Reactant: C1C=C(Cl)C=C(C(OO)=[O:9])C=1.[Cl:12][C:13]1[CH:18]=[CH:17][C:16]([C:19]2([C:22](=[O:31])[CH2:23][S:24][C:25]3[CH:30]=[CH:29][CH:28]=[CH:27][N:26]=3)[CH2:21][CH2:20]2)=[CH:15][CH:14]=1. Product: [Cl:12][C:13]1[CH:18]=[CH:17][C:16]([C:19]2([C:22](=[O:31])[CH2:23][S:24]([C:25]3[CH:30]=[CH:29][CH:28]=[CH:27][N:26]=3)=[O:9])[CH2:21][CH2:20]2)=[CH:15][CH:14]=1. The catalyst class is: 2. (8) Reactant: [C:1]1([CH:7]2[NH:12][C:11]3[CH:13]=[CH:14][CH:15]=[CH:16][C:10]=3[O:9][CH2:8]2)[CH:6]=[CH:5][CH:4]=[CH:3][CH:2]=1.FC(F)(F)C(O)=O.[N:24](OCCCC)=[O:25].C(=O)([O-])[O-].[K+].[K+]. Product: [N:24]([N:12]1[C:11]2[CH:13]=[CH:14][CH:15]=[CH:16][C:10]=2[O:9][CH2:8][CH:7]1[C:1]1[CH:2]=[CH:3][CH:4]=[CH:5][CH:6]=1)=[O:25]. The catalyst class is: 280. (9) Reactant: Br[C:2]1C=CC(Cl)=C(C(C2C=CC(OCC)=CC=2)O)C=1.[H-].[Na+].CI.Cl.[Br:25][C:26]1[CH:27]=[CH:28][C:29]([Cl:44])=[C:30]([CH:32]([C:35]2[CH:40]=[CH:39][C:38]([O:41][CH2:42][CH3:43])=[CH:37][CH:36]=2)[O:33][CH3:34])[CH:31]=1. Product: [Br:25][C:26]1[CH:27]=[CH:28][C:29]([Cl:44])=[C:30]([C:32]([C:35]2[CH:40]=[CH:39][C:38]([O:41][CH2:42][CH3:43])=[CH:37][CH:36]=2)([O:33][CH3:34])[CH3:2])[CH:31]=1. The catalyst class is: 1.